This data is from Forward reaction prediction with 1.9M reactions from USPTO patents (1976-2016). The task is: Predict the product of the given reaction. (1) Given the reactants [OH:1][C:2]1[C:3]([C:17](=[O:19])[CH3:18])=[CH:4][S:5][C:6]=1[C:7]1[CH:16]=[CH:15][C:14]2[CH2:13][CH2:12][CH2:11]C[C:9]=2[CH:8]=1.C1C2C(=CC(C3SC=C(C(=O)C)C=3OC)=CC=2)CC1, predict the reaction product. The product is: [CH2:13]1[C:14]2[C:9](=[CH:8][C:7]([C:6]3[S:5][CH:4]=[C:3]([C:17](=[O:19])[CH3:18])[C:2]=3[OH:1])=[CH:16][CH:15]=2)[CH2:11][CH2:12]1. (2) Given the reactants [C:1]([C:3]1[CH:8]=[CH:7][C:6]([C:9]2[N:13]3[CH:14]=[C:15]([C:18]4[CH:26]=[CH:25][C:21]([C:22](O)=[O:23])=[CH:20][CH:19]=4)[N:16]=[CH:17][C:12]3=[N:11][CH:10]=2)=[CH:5][CH:4]=1)#[N:2].[CH3:27][C:28]1([NH:34][C:35](=[O:41])[O:36][C:37]([CH3:40])([CH3:39])[CH3:38])[CH2:33][CH2:32][NH:31][CH2:30][CH2:29]1, predict the reaction product. The product is: [C:1]([C:3]1[CH:4]=[CH:5][C:6]([C:9]2[N:13]3[CH:14]=[C:15]([C:18]4[CH:26]=[CH:25][C:21]([C:22]([N:31]5[CH2:30][CH2:29][C:28]([NH:34][C:35](=[O:41])[O:36][C:37]([CH3:40])([CH3:39])[CH3:38])([CH3:27])[CH2:33][CH2:32]5)=[O:23])=[CH:20][CH:19]=4)[N:16]=[CH:17][C:12]3=[N:11][CH:10]=2)=[CH:7][CH:8]=1)#[N:2]. (3) Given the reactants [CH2:1]([O:5][C:6]1[CH:16]=[CH:15][C:9]([CH:10]=[CH:11][C:12]([OH:14])=[O:13])=[CH:8][CH:7]=1)[CH2:2][CH2:3][CH3:4].C(OCC)(=O)C.[H][H], predict the reaction product. The product is: [CH2:1]([O:5][C:6]1[CH:7]=[CH:8][C:9]([CH2:10][CH2:11][C:12]([OH:14])=[O:13])=[CH:15][CH:16]=1)[CH2:2][CH2:3][CH3:4]. (4) Given the reactants [CH3:1][N:2]1[C:7]([S:8][CH3:9])=[CH:6][CH:5]=[C:4]([C:10]([C:12]2[C:13](=[O:19])[CH2:14][CH2:15][CH2:16][C:17]=2[OH:18])=[O:11])[C:3]1=[O:20].OO.[S:23]([O-:26])(O)=[O:24].[Na+].[CH3:28]O, predict the reaction product. The product is: [CH3:1][N:2]1[C:7]([S:8]([CH3:9])=[O:24])=[CH:6][CH:5]=[C:4]([C:10]([C:12]2[C:17](=[O:18])[CH2:16][CH2:15][CH2:14][C:13]=2[OH:19])=[O:11])[C:3]1=[O:20].[CH3:1][N:2]1[C:7]([S:23]([CH3:28])(=[O:26])=[O:24])=[CH:6][CH:5]=[C:4]([C:10]([C:12]2[C:17](=[O:18])[CH2:16][CH2:15][CH2:14][C:13]=2[OH:19])=[O:11])[C:3]1=[O:20].